This data is from Full USPTO retrosynthesis dataset with 1.9M reactions from patents (1976-2016). The task is: Predict the reactants needed to synthesize the given product. (1) Given the product [CH3:1][C:2]([NH:4][C:5]1[CH:10]=[CH:9][C:8]([OH:11])=[CH:7][CH:6]=1)=[O:3].[N:12]1[CH:17]=[CH:16][C:15]([C:18]2[CH:23]=[CH:22][N:21]=[CH:20][CH:19]=2)=[CH:14][CH:13]=1.[OH2:3], predict the reactants needed to synthesize it. The reactants are: [CH3:1][C:2]([NH:4][C:5]1[CH:6]=[CH:7][C:8]([OH:11])=[CH:9][CH:10]=1)=[O:3].[N:12]1[CH:17]=[CH:16][C:15]([C:18]2[CH:23]=[CH:22][N:21]=[CH:20][CH:19]=2)=[CH:14][CH:13]=1. (2) Given the product [CH3:1][S:4][CH2:5][C:6]1[CH:7]=[C:8]([C:17]([O:19][CH2:20][CH3:21])=[O:18])[CH:9]=[C:10]([CH:16]=1)[C:11]([O:13][CH2:14][CH3:15])=[O:12], predict the reactants needed to synthesize it. The reactants are: [C:1]([S:4][CH2:5][C:6]1[CH:7]=[C:8]([C:17]([O:19][CH2:20][CH3:21])=[O:18])[CH:9]=[C:10]([CH:16]=1)[C:11]([O:13][CH2:14][CH3:15])=[O:12])(=O)C.C[O-].[Na+].CI. (3) Given the product [CH2:1]([O:3][C:4]([C@H:6]1[CH2:8][C@@H:7]1[C:9]1[CH:10]=[CH:11][C:12]([O:15][C@H:16]2[C:24]3[C:19](=[C:20]([O:26][C:38]4[CH:39]=[CH:40][C:35]([O:34][CH2:27][C:28]5[CH:33]=[CH:32][CH:31]=[CH:30][CH:29]=5)=[CH:36][CH:37]=4)[CH:21]=[CH:22][C:23]=3[F:25])[CH2:18][CH2:17]2)=[CH:13][CH:14]=1)=[O:5])[CH3:2], predict the reactants needed to synthesize it. The reactants are: [CH2:1]([O:3][C:4]([C@H:6]1[CH2:8][C@@H:7]1[C:9]1[CH:14]=[CH:13][C:12]([O:15][C@H:16]2[C:24]3[C:19](=[C:20]([OH:26])[CH:21]=[CH:22][C:23]=3[F:25])[CH2:18][CH2:17]2)=[CH:11][CH:10]=1)=[O:5])[CH3:2].[CH2:27]([O:34][C:35]1[CH:40]=[CH:39][C:38](B(O)O)=[CH:37][CH:36]=1)[C:28]1[CH:33]=[CH:32][CH:31]=[CH:30][CH:29]=1.C(N(CC)CC)C. (4) The reactants are: Cl[C:2]1[C:3]([CH3:9])=[N:4][CH:5]=[C:6]([CH3:8])[N:7]=1.[CH3:10][O:11][C:12]1[CH:17]=[C:16]([O:18][CH3:19])[CH:15]=[CH:14][C:13]=1B(O)O. Given the product [CH3:10][O:11][C:12]1[CH:17]=[C:16]([O:18][CH3:19])[CH:15]=[CH:14][C:13]=1[C:2]1[C:3]([CH3:9])=[N:4][CH:5]=[C:6]([CH3:8])[N:7]=1, predict the reactants needed to synthesize it. (5) Given the product [F:1][C:2]1[CH:7]=[CH:6][CH:5]=[C:4]([F:8])[C:3]=1[C:9]1[S:10][CH2:11][CH:12]([C:14]2[CH:19]=[CH:18][C:17]([C:28]3[CH:29]=[CH:30][C:25]([O:24][CH2:23][C:22]([F:36])([F:21])[F:35])=[N:26][CH:27]=3)=[CH:16][CH:15]=2)[N:13]=1, predict the reactants needed to synthesize it. The reactants are: [F:1][C:2]1[CH:7]=[CH:6][CH:5]=[C:4]([F:8])[C:3]=1[C:9]1[S:10][CH2:11][CH:12]([C:14]2[CH:19]=[CH:18][C:17](Br)=[CH:16][CH:15]=2)[N:13]=1.[F:21][C:22]([F:36])([F:35])[CH2:23][O:24][C:25]1[CH:30]=[CH:29][C:28]([Sn](C)(C)C)=[CH:27][N:26]=1.[Cl-].[Li+]. (6) Given the product [Cl:20][C:6]1[CH:5]=[N:4][CH:3]=[C:2]([Cl:1])[C:7]=1[S:8][C:9]1[S:13][C:12]([C:14]([N:30]([CH2:29][C:25]2[CH:26]=[CH:27][CH:28]=[C:23]([O:22][CH3:21])[CH:24]=2)[CH3:31])=[O:16])=[CH:11][C:10]=1[N+:17]([O-:19])=[O:18], predict the reactants needed to synthesize it. The reactants are: [Cl:1][C:2]1[CH:3]=[N:4][CH:5]=[C:6]([Cl:20])[C:7]=1[S:8][C:9]1[S:13][C:12]([C:14]([OH:16])=O)=[CH:11][C:10]=1[N+:17]([O-:19])=[O:18].[CH3:21][O:22][C:23]1[CH:24]=[C:25]([CH2:29][NH:30][CH3:31])[CH:26]=[CH:27][CH:28]=1. (7) Given the product [I:27][C:8]1[O:9][C:10]2[N:11]=[CH:12][NH:13][C:14](=[O:16])[C:15]=2[C:7]=1[C:1]1[CH:2]=[CH:3][CH:4]=[CH:5][CH:6]=1, predict the reactants needed to synthesize it. The reactants are: [C:1]1([C:7]2[C:15]3[C:14](=[O:16])[NH:13][CH:12]=[N:11][C:10]=3[O:9][CH:8]=2)[CH:6]=[CH:5][CH:4]=[CH:3][CH:2]=1.CC#N.C1C(=O)N([I:27])C(=O)C1.C([O-])([O-])=O.[K+].[K+]. (8) Given the product [NH2:14][C:15]1[C:20]([C:21]2[CH:22]=[N:23][N:24]([CH3:26])[CH:25]=2)=[C:19]([O:27][C:28]2[C:33]([F:34])=[CH:32][C:31]([NH:35][C:36]([C:38]3[C:39](=[O:54])[N:40]([C:47]4[CH:48]=[CH:49][C:50]([F:53])=[CH:51][CH:52]=4)[CH:41]=[CH:42][C:43]=3[O:44][CH2:45][CH3:46])=[O:37])=[C:30]([F:55])[CH:29]=2)[CH:18]=[CH:17][N:16]=1, predict the reactants needed to synthesize it. The reactants are: C(O)(C(F)(F)F)=O.CC(C)(OC([N:14](C(OC(C)(C)C)=O)[C:15]1[C:20]([C:21]2[CH:22]=[N:23][N:24]([CH3:26])[CH:25]=2)=[C:19]([O:27][C:28]2[C:33]([F:34])=[CH:32][C:31]([NH:35][C:36]([C:38]3[C:39](=[O:54])[N:40]([C:47]4[CH:52]=[CH:51][C:50]([F:53])=[CH:49][CH:48]=4)[CH:41]=[CH:42][C:43]=3[O:44][CH2:45][CH3:46])=[O:37])=[C:30]([F:55])[CH:29]=2)[CH:18]=[CH:17][N:16]=1)=O)C.